Dataset: Peptide-MHC class I binding affinity with 185,985 pairs from IEDB/IMGT. Task: Regression. Given a peptide amino acid sequence and an MHC pseudo amino acid sequence, predict their binding affinity value. This is MHC class I binding data. (1) The peptide sequence is PILPKLFIL. The binding affinity (normalized) is 0.0847. The MHC is HLA-B46:01 with pseudo-sequence HLA-B46:01. (2) The peptide sequence is KAEMQLKIDK. The MHC is HLA-A33:01 with pseudo-sequence HLA-A33:01. The binding affinity (normalized) is 0.0856. (3) The peptide sequence is YERGNIIIF. The MHC is HLA-A01:01 with pseudo-sequence HLA-A01:01. The binding affinity (normalized) is 0.0847. (4) The peptide sequence is YPPPRYITV. The MHC is HLA-B48:01 with pseudo-sequence HLA-B48:01. The binding affinity (normalized) is 0.0847.